This data is from Retrosynthesis with 50K atom-mapped reactions and 10 reaction types from USPTO. The task is: Predict the reactants needed to synthesize the given product. (1) Given the product CCC1=C(C(=O)OCc2ccccc2)C(c2ccc(F)c(F)c2)N(C(=O)OC)C(OC)=N1, predict the reactants needed to synthesize it. The reactants are: CCC1=C(C(=O)OCc2ccccc2)C(c2ccc(F)c(F)c2)NC(OC)=N1.COC(=O)Cl. (2) Given the product COc1ccc(F)cc1-c1ccc([C@@H](C)NS(=O)(=O)c2cn(C)nc2C(F)(F)F)cc1, predict the reactants needed to synthesize it. The reactants are: COc1ccc(F)cc1-c1ccc(C(C)N)cc1.Cn1cc(S(=O)(=O)Cl)c(C(F)(F)F)n1. (3) Given the product CC(C)C(=O)Nc1cccc(C2CCN(CCCCC(=O)c3ccccc3Cl)CC2)c1, predict the reactants needed to synthesize it. The reactants are: CC(C)C(=O)Nc1cccc(C2CCNCC2)c1.O=C(CCCCCl)c1ccccc1Cl. (4) Given the product CCCCCCCCCCCCCC(=O)O[C@@H]1CC[C@H](NC(=O)[C@H](OC)[C@@H]2OC(C)(C)O[C@H](/C=C/C(C)(C)C)[C@H]2O)C(=O)N(Cc2cccnc2)C1, predict the reactants needed to synthesize it. The reactants are: CCCCCCCCCCCCCC(=O)O.CO[C@@H](C(=O)N[C@H]1CC[C@@H](O)CN(Cc2cccnc2)C1=O)[C@@H]1OC(C)(C)O[C@H](/C=C/C(C)(C)C)[C@H]1O. (5) Given the product O=c1[nH]cc(Br)c2oc(-c3ccccc3)cc12, predict the reactants needed to synthesize it. The reactants are: O=c1[nH]c(Br)c(Br)c2oc(-c3ccccc3)cc12. (6) Given the product CCOC(=O)COc1ccc(I)cc1C, predict the reactants needed to synthesize it. The reactants are: CCOC(=O)CBr.Cc1cc(I)ccc1O.